From a dataset of Reaction yield outcomes from USPTO patents with 853,638 reactions. Predict the reaction yield, written as a fraction of the theoretical maximum amount of product (1.0 means a 100% yield; for example, 0.34 means a 34% yield). (1) The reactants are [NH:1]([C:3]1[NH:8][C:7](=[O:9])[C:6]([C:10]2[CH:15]=[CH:14][CH:13]=[CH:12][CH:11]=2)=[N:5][N:4]=1)[NH2:2].[CH3:16][O:17][C:18]1[CH:23]=[CH:22][C:21]([C:24]2([C:27](Cl)=O)[CH2:26][CH2:25]2)=[CH:20][CH:19]=1. The catalyst is N1C=CC=CC=1.CO. The product is [CH3:16][O:17][C:18]1[CH:23]=[CH:22][C:21]([C:24]2([C:27]3[N:4]4[N:5]=[C:6]([C:10]5[CH:15]=[CH:14][CH:13]=[CH:12][CH:11]=5)[C:7](=[O:9])[NH:8][C:3]4=[N:1][N:2]=3)[CH2:25][CH2:26]2)=[CH:20][CH:19]=1. The yield is 0.700. (2) The reactants are Br[C:2]1[CH:3]=[C:4]([C:14]([NH:16][CH2:17][C:18]2[C:19](=[O:26])[NH:20][C:21]([CH3:25])=[CH:22][C:23]=2[CH3:24])=[O:15])[C:5]2[CH:6]=[N:7][N:8]([CH:11]([CH3:13])[CH3:12])[C:9]=2[CH:10]=1.[CH3:27][N:28]1[CH:32]=[C:31](B2OC(C)(C)C(C)(C)O2)[CH:30]=[N:29]1.C(=O)(O)[O-].[Na+]. The catalyst is O1CCOCC1.O.C1C=CC(P(C2C=CC=CC=2)[C-]2C=CC=C2)=CC=1.C1C=CC(P(C2C=CC=CC=2)[C-]2C=CC=C2)=CC=1.Cl[Pd]Cl.[Fe+2].C(Cl)Cl. The product is [CH3:24][C:23]1[CH:22]=[C:21]([CH3:25])[NH:20][C:19](=[O:26])[C:18]=1[CH2:17][NH:16][C:14]([C:4]1[C:5]2[CH:6]=[N:7][N:8]([CH:11]([CH3:13])[CH3:12])[C:9]=2[CH:10]=[C:2]([C:31]2[CH:30]=[N:29][N:28]([CH3:27])[CH:32]=2)[CH:3]=1)=[O:15]. The yield is 0.760. (3) The reactants are C([O:4][CH2:5][C:6]1[C:7]([N:32]2[CH2:44][CH2:43][C:42]3[N:41]4[C:36]([CH2:37][CH2:38][CH2:39][CH2:40]4)=[CH:35][C:34]=3[C:33]2=[O:45])=[N:8][CH:9]=[CH:10][C:11]=1[C:12]1[CH:17]=[C:16]([NH:18][C:19]2[CH:24]=[CH:23][C:22]([CH:25]3[CH2:28][N:27]([CH3:29])[CH2:26]3)=[CH:21][N:20]=2)[C:15](=[O:30])[N:14]([CH3:31])[CH:13]=1)(=O)C.[OH-].[Li+]. The catalyst is C1COCC1.C(O)(C)C.O. The product is [OH:4][CH2:5][C:6]1[C:7]([N:32]2[CH2:44][CH2:43][C:42]3[N:41]4[C:36]([CH2:37][CH2:38][CH2:39][CH2:40]4)=[CH:35][C:34]=3[C:33]2=[O:45])=[N:8][CH:9]=[CH:10][C:11]=1[C:12]1[CH:17]=[C:16]([NH:18][C:19]2[CH:24]=[CH:23][C:22]([CH:25]3[CH2:28][N:27]([CH3:29])[CH2:26]3)=[CH:21][N:20]=2)[C:15](=[O:30])[N:14]([CH3:31])[CH:13]=1. The yield is 0.300. (4) The reactants are [C:1]1([CH3:37])[C:2]([NH:7][C:8]2[O:9][C:10]([C:18]3[CH:23]=[CH:22][C:21]([N:24]4[CH2:29][CH2:28][N:27]([C:30]([O:32][C:33]([CH3:36])([CH3:35])[CH3:34])=[O:31])[CH2:26][CH2:25]4)=[CH:20][CH:19]=3)=[C:11]([C:13]([O:15]CC)=[O:14])[N:12]=2)=[CH:3][CH:4]=[CH:5][CH:6]=1.[OH-].C[Sn+](C)C. The product is [C:1]1([CH3:37])[C:2]([NH:7][C:8]2[O:9][C:10]([C:18]3[CH:19]=[CH:20][C:21]([N:24]4[CH2:29][CH2:28][N:27]([C:30]([O:32][C:33]([CH3:35])([CH3:34])[CH3:36])=[O:31])[CH2:26][CH2:25]4)=[CH:22][CH:23]=3)=[C:11]([C:13]([OH:15])=[O:14])[N:12]=2)=[CH:3][CH:4]=[CH:5][CH:6]=1. The yield is 0.960. The catalyst is ClCCCl.C(Cl)Cl.